This data is from Reaction yield outcomes from USPTO patents with 853,638 reactions. The task is: Predict the reaction yield, written as a fraction of the theoretical maximum amount of product (1.0 means a 100% yield; for example, 0.34 means a 34% yield). The reactants are [C:1]([C:3]1([C:6]2[CH:7]=[C:8]([CH:12]=[CH:13][CH:14]=2)[C:9](Cl)=[O:10])[CH2:5][CH2:4]1)#[N:2].[NH2:15][C:16]1[CH:17]=[CH:18][C:19]([CH3:38])=[C:20]([CH:37]=1)[O:21][C:22]1[CH:23]=[CH:24][C:25]2[N:26]([N:28]=[C:29]([NH:31][C:32]([CH:34]3[CH2:36][CH2:35]3)=[O:33])[N:30]=2)[CH:27]=1. The catalyst is CN1CCCC1=O.C(OCC)(=O)C. The product is [C:1]([C:3]1([C:6]2[CH:7]=[C:8]([CH:12]=[CH:13][CH:14]=2)[C:9]([NH:15][C:16]2[CH:17]=[CH:18][C:19]([CH3:38])=[C:20]([O:21][C:22]3[CH:23]=[CH:24][C:25]4[N:26]([N:28]=[C:29]([NH:31][C:32]([CH:34]5[CH2:36][CH2:35]5)=[O:33])[N:30]=4)[CH:27]=3)[CH:37]=2)=[O:10])[CH2:5][CH2:4]1)#[N:2]. The yield is 0.840.